From a dataset of Full USPTO retrosynthesis dataset with 1.9M reactions from patents (1976-2016). Predict the reactants needed to synthesize the given product. The reactants are: [F:1][C:2]1[CH:7]=[CH:6][CH:5]=[CH:4][C:3]=1[N:8]1[C:12]([CH2:13][O:14][C:15]2[CH:23]=[CH:22][C:18]([C:19]([OH:21])=O)=[CH:17][N:16]=2)=[C:11]([CH3:24])[N:10]=[N:9]1.[CH:25]1([NH2:28])[CH2:27][CH2:26]1. Given the product [CH:25]1([NH:28][C:19](=[O:21])[C:18]2[CH:22]=[CH:23][C:15]([O:14][CH2:13][C:12]3[N:8]([C:3]4[CH:4]=[CH:5][CH:6]=[CH:7][C:2]=4[F:1])[N:9]=[N:10][C:11]=3[CH3:24])=[N:16][CH:17]=2)[CH2:27][CH2:26]1, predict the reactants needed to synthesize it.